Predict which catalyst facilitates the given reaction. From a dataset of Catalyst prediction with 721,799 reactions and 888 catalyst types from USPTO. (1) Reactant: [CH2:1]([O:3][C:4](=[O:12])[C:5]1[CH:10]=[CH:9][C:8]([OH:11])=[CH:7][CH:6]=1)[CH3:2].[Cl:13][C:14]1[C:19](Cl)=[N:18][CH:17]=[CH:16][N:15]=1.C(=O)([O-])[O-].[Cs+].[Cs+]. Product: [Cl:13][C:14]1[C:19]([O:11][C:8]2[CH:9]=[CH:10][C:5]([C:4]([O:3][CH2:1][CH3:2])=[O:12])=[CH:6][CH:7]=2)=[N:18][CH:17]=[CH:16][N:15]=1. The catalyst class is: 16. (2) Reactant: [Cl:1][C:2]1[CH:7]=[CH:6][C:5]([C:8]([C:10]([C:12]2[CH:17]=[CH:16][C:15]([Cl:18])=[CH:14][CH:13]=2)=O)=O)=[CH:4][CH:3]=1.[C:19]1([C:41]2[CH:46]=[CH:45][CH:44]=[CH:43][CH:42]=2)[CH:24]=[CH:23][CH:22]=[C:21]([CH2:25][C:26](=[O:40])[CH2:27][C:28]2[CH:29]=[C:30]([C:34]3[CH:39]=[CH:38][CH:37]=[CH:36][CH:35]=3)[CH:31]=[CH:32][CH:33]=2)[CH:20]=1.[OH-].C([N+](CCCC)(CCCC)CCCC)CCC.O. Product: [C:30]1([C:34]2[CH:39]=[CH:38][CH:37]=[CH:36][CH:35]=2)[CH:31]=[CH:32][CH:33]=[C:28]([C:27]2[C:26](=[O:40])[C:25]([C:21]3[CH:20]=[C:19]([C:41]4[CH:42]=[CH:43][CH:44]=[CH:45][CH:46]=4)[CH:24]=[CH:23][CH:22]=3)=[C:8]([C:5]3[CH:6]=[CH:7][C:2]([Cl:1])=[CH:3][CH:4]=3)[C:10]=2[C:12]2[CH:17]=[CH:16][C:15]([Cl:18])=[CH:14][CH:13]=2)[CH:29]=1. The catalyst class is: 107. (3) Reactant: [Zn:1].II.[Br:4][CH2:5][CH:6]1[CH2:11][CH2:10][C:9]([F:13])([F:12])[CH2:8][CH2:7]1. Product: [Br-:4].[F:12][C:9]1([F:13])[CH2:10][CH2:11][CH:6]([CH2:5][Zn+:1])[CH2:7][CH2:8]1. The catalyst class is: 44. (4) Reactant: C(O[C:9]([S:11][C:12]1[CH:17]=[CH:16][C:15]([NH:18][C:19](=[O:35])/[CH:20]=[CH:21]/[C:22]2[CH:23]=[N:24][N:25]([CH3:34])[C:26]=2[C:27]2[CH:32]=[CH:31][C:30]([F:33])=[CH:29][CH:28]=2)=[CH:14][CH:13]=1)=O)C1C=CC=CC=1.ClC[C:38]1[N:42]([CH2:43][CH2:44][CH3:45])[CH:41]=[N:40][N:39]=1.[OH-].[Na+]. Product: [F:33][C:30]1[CH:29]=[CH:28][C:27]([C:26]2[N:25]([CH3:34])[N:24]=[CH:23][C:22]=2/[CH:21]=[CH:20]/[C:19]([NH:18][C:15]2[CH:14]=[CH:13][C:12]([S:11][CH2:9][C:38]3[N:42]([CH2:43][CH2:44][CH3:45])[CH:41]=[N:40][N:39]=3)=[CH:17][CH:16]=2)=[O:35])=[CH:32][CH:31]=1. The catalyst class is: 8. (5) Reactant: [C:1]([O:6]CC)(=O)[CH:2]=[N:3][OH:4].[CH:9]12[N:15]([CH2:16][CH2:17][NH2:18])[CH:12]([CH2:13][CH2:14]1)[CH2:11][CH2:10]2. Product: [CH:12]12[N:15]([CH2:16][CH2:17][NH:18][C:1](=[O:6])[CH:2]=[N:3][OH:4])[CH:9]([CH2:14][CH2:13]1)[CH2:10][CH2:11]2. The catalyst class is: 8. (6) Reactant: [CH3:1][O:2][C:3]1[CH:4]=[CH:5][C:6]2[N:7]([C:9]([CH:18]([CH:20]3[CH2:25][CH2:24][N:23]([CH2:26][C:27](=[O:29])[CH3:28])[CH2:22][CH2:21]3)[CH3:19])=[C:10]([CH3:17])[C:11]=2[C:12]([O:14][CH2:15][CH3:16])=[O:13])[N:8]=1.[CH3:30][Mg]Br. Product: [OH:29][C:27]([CH3:30])([CH3:28])[CH2:26][N:23]1[CH2:22][CH2:21][CH:20]([CH:18]([C:9]2[N:7]3[N:8]=[C:3]([O:2][CH3:1])[CH:4]=[CH:5][C:6]3=[C:11]([C:12]([O:14][CH2:15][CH3:16])=[O:13])[C:10]=2[CH3:17])[CH3:19])[CH2:25][CH2:24]1. The catalyst class is: 7.